From a dataset of Forward reaction prediction with 1.9M reactions from USPTO patents (1976-2016). Predict the product of the given reaction. Given the reactants C[N:2]([CH3:13])[C:3](=[O:12])[C:4]1[CH:9]=[CH:8][CH:7]=[C:6]([CH3:10])[C:5]=1[CH3:11].[C:14]([O:18][C:19]([N:21]1[CH2:25][CH2:24][CH:23](C#N)[CH2:22]1)=[O:20])([CH3:17])([CH3:16])[CH3:15], predict the reaction product. The product is: [CH3:10][C:6]1[CH:7]=[CH:8][CH:9]=[C:4]2[C:5]=1[CH:11]=[C:13]([CH:24]1[CH2:23][CH2:22][N:21]([C:19]([O:18][C:14]([CH3:17])([CH3:16])[CH3:15])=[O:20])[CH2:25]1)[NH:2][C:3]2=[O:12].